Predict the product of the given reaction. From a dataset of Forward reaction prediction with 1.9M reactions from USPTO patents (1976-2016). (1) Given the reactants F[C:2]1[CH:20]=[C:19]([O:21][C:22]([F:25])([F:24])[F:23])[CH:18]=[CH:17][C:3]=1[C:4]([NH:6][C:7]1[CH:12]=[CH:11][CH:10]=[C:9]([S:13](=[O:16])(=[O:15])[NH2:14])[CH:8]=1)=[O:5].[F:26][C:27]1[CH:32]=[CH:31][C:30]([OH:33])=[C:29]([O:34][CH3:35])[CH:28]=1.C(=O)([O-])[O-].[Cs+].[Cs+], predict the reaction product. The product is: [F:26][C:27]1[CH:32]=[CH:31][C:30]([O:33][C:2]2[CH:20]=[C:19]([O:21][C:22]([F:25])([F:24])[F:23])[CH:18]=[CH:17][C:3]=2[C:4]([NH:6][C:7]2[CH:12]=[CH:11][CH:10]=[C:9]([S:13](=[O:16])(=[O:15])[NH2:14])[CH:8]=2)=[O:5])=[C:29]([O:34][CH3:35])[CH:28]=1. (2) Given the reactants Cl.[NH2:2][C@H:3]([CH2:36][C:37]1[CH:42]=[CH:41][C:40]([Cl:43])=[CH:39][CH:38]=1)[C:4]([N:6]1[CH2:11][CH2:10][CH:9]([C:12]2[CH:17]=[CH:16][CH:15]=[CH:14][C:13]=2[N:18]([S:32]([CH3:35])(=[O:34])=[O:33])[CH2:19][CH2:20][N:21]2[C:29](=[O:30])[C:28]3[C:23](=[CH:24][CH:25]=[CH:26][CH:27]=3)[C:22]2=[O:31])[CH2:8][CH2:7]1)=[O:5].CCN(C(C)C)C(C)C.[N:53]1([C:66]([O:68][C:69]([CH3:72])([CH3:71])[CH3:70])=[O:67])[CH2:62][C:61]2[C:56](=[CH:57][CH:58]=[CH:59][CH:60]=2)[CH2:55][C@H:54]1[C:63](O)=[O:64].C1C=NC2N(O)N=NC=2C=1.C(Cl)CCl, predict the reaction product. The product is: [O:31]=[C:22]1[C:23]2[C:28](=[CH:27][CH:26]=[CH:25][CH:24]=2)[C:29](=[O:30])[N:21]1[CH2:20][CH2:19][N:18]([S:32]([CH3:35])(=[O:33])=[O:34])[C:13]1[CH:14]=[CH:15][CH:16]=[CH:17][C:12]=1[CH:9]1[CH2:8][CH2:7][N:6]([C:4](=[O:5])[C@H:3]([NH:2][C:63]([C@@H:54]2[CH2:55][C:56]3[C:61](=[CH:60][CH:59]=[CH:58][CH:57]=3)[CH2:62][N:53]2[C:66]([O:68][C:69]([CH3:72])([CH3:71])[CH3:70])=[O:67])=[O:64])[CH2:36][C:37]2[CH:38]=[CH:39][C:40]([Cl:43])=[CH:41][CH:42]=2)[CH2:11][CH2:10]1. (3) The product is: [CH2:14]1[C@H:23]2[C@H:18]([CH2:19][CH2:20][C:21]3[CH:27]=[CH:26][CH:25]=[CH:24][C:22]=32)[N:17]([C:11]([C:9]2[CH:8]=[CH:7][C:5]3[NH:6][C:2](=[O:1])[S:3][C:4]=3[CH:10]=2)=[O:13])[CH2:16][CH2:15]1. Given the reactants [O:1]=[C:2]1[NH:6][C:5]2[CH:7]=[CH:8][C:9]([C:11]([OH:13])=O)=[CH:10][C:4]=2[S:3]1.[CH2:14]1[C@H:23]2[C@H:18]([CH2:19][CH2:20][C:21]3[CH:27]=[CH:26][CH:25]=[CH:24][C:22]=32)[NH:17][CH2:16][CH2:15]1.F[P-](F)(F)(F)(F)F.N1(OC(N(C)C)=[N+](C)C)C2N=CC=CC=2N=N1, predict the reaction product. (4) Given the reactants [Cl:1][C:2]1[CH:3]=[N:4][N:5]([CH3:26])[C:6]=1[C:7]([NH:9][C:10]1[CH:15]=[CH:14][C:13]([C:16]2[N:20]([CH3:21])[N:19]=[C:18]([C:22]([F:25])([F:24])[F:23])[CH:17]=2)=[CH:12][CH:11]=1)=O.[BH4-].[Na+].B(F)(F)F.CCOCC.Cl, predict the reaction product. The product is: [Cl:1][C:2]1[CH:3]=[N:4][N:5]([CH3:26])[C:6]=1[CH2:7][NH:9][C:10]1[CH:11]=[CH:12][C:13]([C:16]2[N:20]([CH3:21])[N:19]=[C:18]([C:22]([F:25])([F:24])[F:23])[CH:17]=2)=[CH:14][CH:15]=1. (5) Given the reactants [OH:1][C:2]1[CH:9]=[C:8]([CH3:10])[C:5]([C:6]#[N:7])=[C:4]([CH3:11])[C:3]=1[N+:12]([O-:14])=[O:13].[S:15](O[S:15]([C:18]([F:21])([F:20])[F:19])(=[O:17])=[O:16])([C:18]([F:21])([F:20])[F:19])(=[O:17])=[O:16].N1C=CC=CC=1.O, predict the reaction product. The product is: [F:19][C:18]([F:21])([F:20])[S:15]([O:1][C:2]1[CH:9]=[C:8]([CH3:10])[C:5]([C:6]#[N:7])=[C:4]([CH3:11])[C:3]=1[N+:12]([O-:14])=[O:13])(=[O:17])=[O:16]. (6) Given the reactants [CH:1]1([N:7]2[CH2:11][C@@H:10]([C:12]3[CH:17]=[CH:16][CH:15]=[CH:14][CH:13]=3)[N:9]([CH:18]3[CH2:23][CH2:22][N:21]([CH2:24][C:25]4[CH:40]=[CH:39][C:28]([C:29]([NH:31][CH:32]5[CH2:37][CH2:36][C:35](=O)[CH2:34][CH2:33]5)=[O:30])=[CH:27][CH:26]=4)[CH2:20][CH2:19]3)[C:8]2=[O:41])[CH2:6][CH2:5][CH2:4][CH2:3][CH2:2]1.Cl.[NH2:43][OH:44].C([O-])(=O)C.[Na+], predict the reaction product. The product is: [CH:1]1([N:7]2[CH2:11][C@@H:10]([C:12]3[CH:13]=[CH:14][CH:15]=[CH:16][CH:17]=3)[N:9]([CH:18]3[CH2:19][CH2:20][N:21]([CH2:24][C:25]4[CH:40]=[CH:39][C:28]([C:29]([NH:31][CH:32]5[CH2:33][CH2:34][C:35](=[N:43][OH:44])[CH2:36][CH2:37]5)=[O:30])=[CH:27][CH:26]=4)[CH2:22][CH2:23]3)[C:8]2=[O:41])[CH2:2][CH2:3][CH2:4][CH2:5][CH2:6]1. (7) Given the reactants [O:1]=[C:2]1[NH:11][C:10]2[C:5](=[CH:6][CH:7]=[C:8]([C:12]([F:15])([F:14])[F:13])[CH:9]=2)[N:4]2[C:16](/[CH:19]=[CH:20]/[C:21]([O:23][CH2:24][CH3:25])=[O:22])=[CH:17][CH:18]=[C:3]12, predict the reaction product. The product is: [O:1]=[C:2]1[NH:11][C:10]2[C:5](=[CH:6][CH:7]=[C:8]([C:12]([F:14])([F:13])[F:15])[CH:9]=2)[N:4]2[C:16]([CH2:19][CH2:20][C:21]([O:23][CH2:24][CH3:25])=[O:22])=[CH:17][CH:18]=[C:3]12.